Dataset: Catalyst prediction with 721,799 reactions and 888 catalyst types from USPTO. Task: Predict which catalyst facilitates the given reaction. (1) Reactant: [C:1]1([CH2:11][C:12]#N)[C:10]2[C:5](=[CH:6][CH:7]=[CH:8][CH:9]=2)[CH:4]=[CH:3][CH:2]=1.[CH3:14]I.[H-].[Na+].OS(O)(=O)=O.C[N:24]([CH:26]=O)C. Product: [CH3:14][C:11]([C:1]1[C:10]2[C:5](=[CH:6][CH:7]=[CH:8][CH:9]=2)[CH:4]=[CH:3][CH:2]=1)([CH3:12])[C:26]#[N:24]. The catalyst class is: 13. (2) The catalyst class is: 5. Product: [F:1][C:2]1[CH:3]=[CH:4][C:5]([N:8]2[C:11](=[O:12])[C@H:10]([S:13][CH2:14][CH:15]([C:17]3[CH:18]=[CH:19][C:20]([F:23])=[CH:21][CH:22]=3)[OH:16])[C@H:9]2[C:24]2[CH:25]=[CH:26][C:27]([O:28][CH2:29][C:30]([NH:32][CH2:33][C:34]([NH:36][C:37]([CH2:38][CH2:39][CH2:40][CH3:41])([C:42]([OH:44])=[O:43])[CH2:45][CH2:46][CH2:47][CH3:48])=[O:35])=[O:31])=[CH:49][CH:50]=2)=[CH:6][CH:7]=1. Reactant: [F:1][C:2]1[CH:7]=[CH:6][C:5]([N:8]2[C:11](=[O:12])[C@H:10]([S:13][CH2:14][C:15]([C:17]3[CH:22]=[CH:21][C:20]([F:23])=[CH:19][CH:18]=3)=[O:16])[C@H:9]2[C:24]2[CH:50]=[CH:49][C:27]([O:28][CH2:29][C:30]([NH:32][CH2:33][C:34]([NH:36][C:37]([CH2:45][CH2:46][CH2:47][CH3:48])([C:42]([OH:44])=[O:43])[CH2:38][CH2:39][CH2:40][CH3:41])=[O:35])=[O:31])=[CH:26][CH:25]=2)=[CH:4][CH:3]=1.[BH4-].[Na+].C([O-])(=O)C.[NH4+].